Dataset: Forward reaction prediction with 1.9M reactions from USPTO patents (1976-2016). Task: Predict the product of the given reaction. (1) Given the reactants [CH3:1][C:2]1[CH:6]=[C:5]([CH:7]=O)[N:4]([CH:9]([CH3:11])[CH3:10])[N:3]=1.[N:12]1([C:18]([O:20][C:21]([CH3:24])([CH3:23])[CH3:22])=[O:19])[CH2:17][CH2:16][NH:15][CH2:14][CH2:13]1.C(N(CC)CC)C.C(O[BH-](OC(=O)C)OC(=O)C)(=O)C.[Na+], predict the reaction product. The product is: [CH3:1][C:2]1[CH:6]=[C:5]([CH2:7][N:15]2[CH2:14][CH2:13][N:12]([C:18]([O:20][C:21]([CH3:24])([CH3:23])[CH3:22])=[O:19])[CH2:17][CH2:16]2)[N:4]([CH:9]([CH3:11])[CH3:10])[N:3]=1. (2) The product is: [NH2:4][C:5]1[N:6]=[C:7]2[CH:12]=[CH:11][C:10]([C:13]3[N:17]4[CH2:18][CH2:19][N:20]([C:22]([O:24][C:25]([CH3:26])([CH3:27])[CH3:28])=[O:23])[CH2:21][C:16]4=[N:15][C:14]=3[C:29]3[CH:30]=[CH:31][C:32]([F:35])=[CH:33][CH:34]=3)=[N:9][N:8]2[CH:36]=1. Given the reactants C([NH:4][C:5]1[N:6]=[C:7]2[CH:12]=[CH:11][C:10]([C:13]3[N:17]4[CH2:18][CH2:19][N:20]([C:22]([O:24][C:25]([CH3:28])([CH3:27])[CH3:26])=[O:23])[CH2:21][C:16]4=[N:15][C:14]=3[C:29]3[CH:34]=[CH:33][C:32]([F:35])=[CH:31][CH:30]=3)=[N:9][N:8]2[CH:36]=1)(=O)C.[OH-].[K+], predict the reaction product.